The task is: Predict which catalyst facilitates the given reaction.. This data is from Catalyst prediction with 721,799 reactions and 888 catalyst types from USPTO. (1) Reactant: CC1(C)C(C)(C)OB([C:9]2[CH:10]=[N:11][N:12]([C:14]3[CH:19]=[CH:18][CH:17]=[CH:16][N:15]=3)[CH:13]=2)O1.[Br:21][C:22]1[CH:27]=[C:26]([Cl:28])[CH:25]=[C:24](Br)[CH:23]=1.P([O-])([O-])([O-])=O.[K+].[K+].[K+]. Product: [Br:21][C:22]1[CH:23]=[C:24]([C:9]2[CH:10]=[N:11][N:12]([C:14]3[CH:19]=[CH:18][CH:17]=[CH:16][N:15]=3)[CH:13]=2)[CH:25]=[C:26]([Cl:28])[CH:27]=1. The catalyst class is: 31. (2) Reactant: [F:1][C:2]1[CH:15]=[C:14]([F:16])[CH:13]=[CH:12][C:3]=1[O:4][C:5]1[CH:11]=[CH:10][C:8]([NH2:9])=[CH:7][CH:6]=1.[N:17]1[CH:22]=[CH:21][CH:20]=[C:19]([CH:23]=O)[CH:18]=1. Product: [F:1][C:2]1[CH:15]=[C:14]([F:16])[CH:13]=[CH:12][C:3]=1[O:4][C:5]1[CH:6]=[CH:7][C:8]([N:9]=[CH:23][C:19]2[CH:18]=[N:17][CH:22]=[CH:21][CH:20]=2)=[CH:10][CH:11]=1. The catalyst class is: 5. (3) Reactant: [CH2:1]([CH:8]([NH:20][CH:21]=O)[CH2:9][C:10]1[CH:15]=[CH:14][C:13]([O:16][CH3:17])=[C:12]([O:18][CH3:19])[CH:11]=1)[C:2]1[CH:7]=[CH:6][CH:5]=[CH:4][CH:3]=1.C1(P(Cl)(C2C=CC=CC=2)=O)C=CC=CC=1.[OH-].[NH4+]. Product: [CH2:1]([CH:8]1[CH2:9][C:10]2[C:15](=[CH:14][C:13]([O:16][CH3:17])=[C:12]([O:18][CH3:19])[CH:11]=2)[CH:21]=[N:20]1)[C:2]1[CH:3]=[CH:4][CH:5]=[CH:6][CH:7]=1. The catalyst class is: 47. (4) The catalyst class is: 1. Product: [C:21]1([C:10]2[C:9]([C:6]3[CH:5]=[CH:4][C:3]([CH2:2][N:27]4[CH2:32][CH2:31][CH:30]([N:33]5[C:37]6=[N:38][CH:39]=[N:40][C:41]([NH2:42])=[C:36]6[CH:35]=[N:34]5)[CH2:29][CH2:28]4)=[CH:8][CH:7]=3)=[N:14][CH:13]=[C:12]([C:15]3[N:16]=[CH:17][CH:18]=[CH:19][N:20]=3)[CH:11]=2)[CH:26]=[CH:25][CH:24]=[CH:23][CH:22]=1. Reactant: Br[CH2:2][C:3]1[CH:8]=[CH:7][C:6]([C:9]2[N:14]=[CH:13][C:12]([C:15]3[N:20]=[CH:19][CH:18]=[CH:17][N:16]=3)=[CH:11][C:10]=2[C:21]2[CH:26]=[CH:25][CH:24]=[CH:23][CH:22]=2)=[CH:5][CH:4]=1.[NH:27]1[CH2:32][CH2:31][CH:30]([N:33]2[C:37]3=[N:38][CH:39]=[N:40][C:41]([NH2:42])=[C:36]3[CH:35]=[N:34]2)[CH2:29][CH2:28]1.CCN(C(C)C)C(C)C.CO. (5) Reactant: [F:1][C:2]1[CH:21]=[CH:20][C:5]2[C:6]([C:9]3[CH:14]=[CH:13][C:12]([O:15][CH2:16][C@H:17]4[CH2:19][O:18]4)=[CH:11][CH:10]=3)=[N:7][O:8][C:4]=2[CH:3]=1.[CH2:22]([NH:24][CH2:25][CH3:26])[CH3:23]. Product: [CH2:22]([N:24]([CH2:25][CH3:26])[CH2:19][C@@H:17]([OH:18])[CH2:16][O:15][C:12]1[CH:13]=[CH:14][C:9]([C:6]2[C:5]3[CH:20]=[CH:21][C:2]([F:1])=[CH:3][C:4]=3[O:8][N:7]=2)=[CH:10][CH:11]=1)[CH3:23]. The catalyst class is: 737.